This data is from Forward reaction prediction with 1.9M reactions from USPTO patents (1976-2016). The task is: Predict the product of the given reaction. (1) Given the reactants [C:1](Cl)([O:3][CH2:4][C:5]1[CH:10]=[CH:9][CH:8]=[CH:7][CH:6]=1)=[O:2].C([N:19]1[CH2:24][CH2:23][C:22]([C:30]2[CH:35]=[CH:34][CH:33]=[CH:32][CH:31]=2)([N:25]2[CH2:29][CH2:28][CH2:27][CH2:26]2)[CH2:21][CH2:20]1)C1C=CC=CC=1.C(OCC)(=O)C, predict the reaction product. The product is: [CH2:4]([O:3][C:1]([N:19]1[CH2:20][CH2:21][C:22]([C:30]2[CH:35]=[CH:34][CH:33]=[CH:32][CH:31]=2)([N:25]2[CH2:29][CH2:28][CH2:27][CH2:26]2)[CH2:23][CH2:24]1)=[O:2])[C:5]1[CH:10]=[CH:9][CH:8]=[CH:7][CH:6]=1. (2) Given the reactants [N:1]1([C:7]#N)[CH2:6][CH2:5][O:4][CH2:3][CH2:2]1.C(O)(=O)C.C=O.[BH3-][C:16]#[N:17].[Na+].[OH-].[Na+], predict the reaction product. The product is: [C:16]([CH:6]1[CH2:5][O:4][CH2:3][CH2:2][N:1]1[CH3:7])#[N:17]. (3) Given the reactants [CH2:1]([N:9]1[CH2:14][CH2:13][CH:12]([NH:15][C:16](=[O:19])[CH2:17][CH3:18])[CH2:11][CH2:10]1)[CH2:2][C:3]1[CH:8]=[CH:7][CH:6]=[CH:5][CH:4]=1.[C:20]([OH:25])(=[O:24])[C:21]([OH:23])=[O:22], predict the reaction product. The product is: [C:20]([OH:25])(=[O:24])[C:21]([OH:23])=[O:22].[CH2:1]([N:9]1[CH2:10][CH2:11][CH:12]([NH:15][C:16](=[O:19])[CH2:17][CH3:18])[CH2:13][CH2:14]1)[CH2:2][C:3]1[CH:4]=[CH:5][CH:6]=[CH:7][CH:8]=1. (4) Given the reactants [C:1]1([Mg]Br)[C:10]2[C:5](=[CH:6][CH:7]=[CH:8][CH:9]=2)[CH:4]=[CH:3][CH:2]=1.CO[C:15]1[C:24]2[C:19](=[CH:20][CH:21]=[CH:22][CH:23]=2)[CH:18]=[CH:17][C:16]=1[C:25]([OH:27])=[O:26].O.Cl, predict the reaction product. The product is: [C:1]1([C:15]2[C:24]3[C:19](=[CH:20][CH:21]=[CH:22][CH:23]=3)[CH:18]=[CH:17][C:16]=2[C:25]([OH:27])=[O:26])[C:10]2[C:5](=[CH:6][CH:7]=[CH:8][CH:9]=2)[CH:4]=[CH:3][CH:2]=1. (5) Given the reactants [CH3:1][C:2]([C:7]1[CH:12]=[C:11]([F:13])[CH:10]=[CH:9][C:8]=1[O:14][CH3:15])([CH3:6])[CH2:3][CH2:4][OH:5].[Cr](Cl)([O-])(=O)=O.[NH+]1C=CC=CC=1, predict the reaction product. The product is: [CH3:6][C:2]([C:7]1[CH:12]=[C:11]([F:13])[CH:10]=[CH:9][C:8]=1[O:14][CH3:15])([CH3:1])[CH2:3][CH:4]=[O:5]. (6) Given the reactants [CH2:1]([O:3][C:4]([CH:6]1[C:15]([CH:16]=O)=[CH:14][C:13]2[C:8](=[CH:9][CH:10]=[CH:11][C:12]=2[Cl:18])[O:7]1)=[O:5])[CH3:2].[CH3:19][O:20][C:21](=[O:31])[C@@H:22]([NH2:30])[CH2:23][CH:24]1[CH2:29][CH2:28][CH2:27][CH2:26][CH2:25]1.CCN(C(C)C)C(C)C.C([BH3-])#N.[Na+].C(O)(=O)C, predict the reaction product. The product is: [CH2:1]([O:3][C:4]([CH:6]1[C:15]([CH2:16][NH:30][C@H:22]([C:21]([O:20][CH3:19])=[O:31])[CH2:23][CH:24]2[CH2:29][CH2:28][CH2:27][CH2:26][CH2:25]2)=[CH:14][C:13]2[C:8](=[CH:9][CH:10]=[CH:11][C:12]=2[Cl:18])[O:7]1)=[O:5])[CH3:2]. (7) Given the reactants [C:1]([O:10][CH3:11])(=[O:9])[C:2]1[C:3](=[CH:5][CH:6]=[CH:7][CH:8]=1)[NH2:4].C(N(CC)CC)C.Cl[C:20]([CH3:24])([CH3:23])[C:21]#[CH:22], predict the reaction product. The product is: [CH3:23][C:20]([NH:4][C:3]1[CH:5]=[CH:6][CH:7]=[CH:8][C:2]=1[C:1]([O:10][CH3:11])=[O:9])([CH3:24])[C:21]#[CH:22]. (8) Given the reactants [F:1][C:2]1([F:19])[CH2:6][NH:5][CH:4]([CH2:7][O:8][C:9]2[CH:18]=[CH:17][C:12]([C:13]([O:15][CH3:16])=[O:14])=[CH:11][CH:10]=2)[CH2:3]1.[Cl:20][C:21]1[CH:26]=[CH:25][CH:24]=[CH:23][C:22]=1[NH:27][C:28](=[O:42])[NH:29][C:30]1[CH:35]=[CH:34][C:33]([CH2:36][C:37](O)=[O:38])=[CH:32][C:31]=1[O:40][CH3:41].CCN=C=NCCCN(C)C.Cl.C1C=CC2N(O)N=NC=2C=1, predict the reaction product. The product is: [Cl:20][C:21]1[CH:26]=[CH:25][CH:24]=[CH:23][C:22]=1[NH:27][C:28](=[O:42])[NH:29][C:30]1[CH:35]=[CH:34][C:33]([CH2:36][C:37]([N:5]2[CH2:6][C:2]([F:1])([F:19])[CH2:3][CH:4]2[CH2:7][O:8][C:9]2[CH:18]=[CH:17][C:12]([C:13]([O:15][CH3:16])=[O:14])=[CH:11][CH:10]=2)=[O:38])=[CH:32][C:31]=1[O:40][CH3:41]. (9) Given the reactants C(NC(C)C)(C)C.[Li+].CCC[CH2-].[Cl:13][C:14]1[CH:19]=[CH:18][N:17]=[CH:16][CH:15]=1.CN([CH:23]=[O:24])C, predict the reaction product. The product is: [Cl:13][C:14]1[C:19]([CH:23]=[O:24])=[CH:18][N:17]=[CH:16][CH:15]=1. (10) Given the reactants [Cl:1][C:2]1[N:10]=[C:9]2[C:5]([N:6]=[CH:7][NH:8]2)=[C:4]([N:11]2[CH2:16][CH2:15][O:14][CH2:13][CH2:12]2)[N:3]=1.[CH3:17]I, predict the reaction product. The product is: [Cl:1][C:2]1[N:10]=[C:9]2[C:5]([N:6]=[CH:7][N:8]2[CH3:17])=[C:4]([N:11]2[CH2:12][CH2:13][O:14][CH2:15][CH2:16]2)[N:3]=1.